Task: Predict the reaction yield, written as a fraction of the theoretical maximum amount of product (1.0 means a 100% yield; for example, 0.34 means a 34% yield).. Dataset: Reaction yield outcomes from USPTO patents with 853,638 reactions (1) The reactants are [OH:1][C:2]1[CH:10]=[CH:9][C:5]([C:6]([OH:8])=[O:7])=[CH:4][N:3]=1.[I:11]N1C(=O)CCC1=O.S([O-])([O-])(=O)=S.[Na+].[Na+].O. The yield is 0.780. The product is [OH:1][C:2]1[C:10]([I:11])=[CH:9][C:5]([C:6]([OH:8])=[O:7])=[CH:4][N:3]=1. The catalyst is CN(C=O)C. (2) The yield is 0.130. The reactants are Cl[C:2]1[N:7]=[C:6]([C:8]2[CH:9]=[N:10][C:11]([NH2:14])=[N:12][CH:13]=2)[CH:5]=[CH:4][N:3]=1.[F:15][C:16]1[CH:22]=[CH:21][C:19]([NH2:20])=[CH:18][CH:17]=1.CS(C)=O.[Cl-]. The product is [F:15][C:16]1[CH:22]=[CH:21][C:19]([NH:20][C:2]2[N:7]=[C:6]([C:8]3[CH:9]=[N:10][C:11]([NH2:14])=[N:12][CH:13]=3)[CH:5]=[CH:4][N:3]=2)=[CH:18][CH:17]=1. The catalyst is C1COCC1. (3) The reactants are [CH2:1]([O:3][C:4](=[O:17])[CH2:5][CH2:6][NH:7][C:8]1[CH:9]=[C:10]2[C:14](=[CH:15][CH:16]=1)[CH2:13][CH2:12][CH2:11]2)[CH3:2].Cl[C:19]1[C:24]([C:25]([O:27][CH2:28][CH3:29])=[O:26])=[CH:23][N:22]=[C:21]([S:30][CH3:31])[N:20]=1.C(N(CC)CC)C. The yield is 0.900. The catalyst is C(O)CCC. The product is [CH2:28]([O:27][C:25]([C:24]1[C:19]([N:7]([CH2:6][CH2:5][C:4]([O:3][CH2:1][CH3:2])=[O:17])[C:8]2[CH:9]=[C:10]3[C:14](=[CH:15][CH:16]=2)[CH2:13][CH2:12][CH2:11]3)=[N:20][C:21]([S:30][CH3:31])=[N:22][CH:23]=1)=[O:26])[CH3:29]. (4) The reactants are Cl.[NH:2]([C:4]1[CH:9]=[C:8]([C:10]#[N:11])[CH:7]=[CH:6][N:5]=1)[NH2:3].CN(C)/[CH:14]=[CH:15]/[C:16]([C:18]1[CH:23]=[CH:22][C:21]([CH3:24])=[C:20]([O:25][CH3:26])[CH:19]=1)=O. No catalyst specified. The product is [CH3:26][O:25][C:20]1[CH:19]=[C:18]([C:16]2[N:2]([C:4]3[CH:9]=[C:8]([C:10]#[N:11])[CH:7]=[CH:6][N:5]=3)[N:3]=[CH:14][CH:15]=2)[CH:23]=[CH:22][C:21]=1[CH3:24]. The yield is 1.00.